Dataset: Ames mutagenicity test results for genotoxicity prediction. Task: Regression/Classification. Given a drug SMILES string, predict its toxicity properties. Task type varies by dataset: regression for continuous values (e.g., LD50, hERG inhibition percentage) or binary classification for toxic/non-toxic outcomes (e.g., AMES mutagenicity, cardiotoxicity, hepatotoxicity). Dataset: ames. (1) The result is 0 (non-mutagenic). The molecule is CC(N)=O. (2) The compound is OCCO. The result is 0 (non-mutagenic). (3) The result is 0 (non-mutagenic). The drug is ClC=C(Cl)Cl. (4) The compound is C1CC[C@H]2O[C@H]2C1. The result is 1 (mutagenic). (5) The molecule is CC(=O)CN(COC(C)=O)N=O. The result is 1 (mutagenic).